Dataset: NCI-60 drug combinations with 297,098 pairs across 59 cell lines. Task: Regression. Given two drug SMILES strings and cell line genomic features, predict the synergy score measuring deviation from expected non-interaction effect. Drug 1: C1CCC(CC1)NC(=O)N(CCCl)N=O. Drug 2: CC(C)NC(=O)C1=CC=C(C=C1)CNNC.Cl. Cell line: SK-MEL-2. Synergy scores: CSS=23.4, Synergy_ZIP=-2.81, Synergy_Bliss=3.07, Synergy_Loewe=-4.23, Synergy_HSA=-0.858.